The task is: Predict the reactants needed to synthesize the given product.. This data is from Full USPTO retrosynthesis dataset with 1.9M reactions from patents (1976-2016). (1) The reactants are: [SH:1][C:2]1[CH:14]=[CH:13][CH:12]=[CH:11][C:3]=1[C:4]([NH:6][C:7](=[O:10])[CH2:8][NH2:9])=[O:5].Cl[C:16]([O:18][CH2:19][CH2:20][Br:21])=[O:17]. Given the product [Br:21][CH2:20][CH2:19][O:18][C:16]([S:1][C:2]1[CH:14]=[CH:13][CH:12]=[CH:11][C:3]=1[C:4]([NH:6][C:7](=[O:10])[CH2:8][NH2:9])=[O:5])=[O:17], predict the reactants needed to synthesize it. (2) Given the product [CH3:22][C:17]1[CH:18]=[C:19]([CH3:21])[N:20]=[C:15]([NH:14][C@@H:10]2[CH2:11][CH2:12][CH2:13][NH:8][C@H:9]2[CH3:23])[N:16]=1, predict the reactants needed to synthesize it. The reactants are: C(OC([N:8]1[CH2:13][CH2:12][CH2:11][CH:10]([NH:14][C:15]2[N:20]=[C:19]([CH3:21])[CH:18]=[C:17]([CH3:22])[N:16]=2)[CH:9]1[CH3:23])=O)(C)(C)C.C(O)(C(F)(F)F)=O. (3) The reactants are: [O:1]=[CH:2][C:3]1[CH:11]=[CH:10][C:8]([OH:9])=[C:5]([O:6][CH3:7])[CH:4]=1.C(=O)([O-])[O-].[K+].[K+].[F:18][C:19]([F:34])([F:33])[S:20](OC1C=CC([N+]([O-])=O)=CC=1)(=[O:22])=[O:21].CCOC(C)=O. Given the product [F:18][C:19]([F:34])([F:33])[S:20]([O:9][C:8]1[CH:10]=[CH:11][C:3]([CH:2]=[O:1])=[CH:4][C:5]=1[O:6][CH3:7])(=[O:22])=[O:21], predict the reactants needed to synthesize it. (4) Given the product [C:1]([O:5][C:6](=[O:38])[N:7]([C@@H:19]1[C@@H:24]([OH:25])[C@H:23]([CH2:26][C:27]2[CH:32]=[C:31]([F:33])[C:30]([NH2:34])=[C:29]([CH2:41][CH:40]=[CH2:39])[CH:28]=2)[CH2:22][S:21](=[O:37])(=[O:36])[CH2:20]1)[CH2:8][C:9]1[CH:14]=[CH:13][CH:12]=[C:11]([C:15]([CH3:18])([CH3:17])[CH3:16])[CH:10]=1)([CH3:4])([CH3:3])[CH3:2], predict the reactants needed to synthesize it. The reactants are: [C:1]([O:5][C:6](=[O:38])[N:7]([C@@H:19]1[C@@H:24]([OH:25])[C@H:23]([CH2:26][C:27]2[CH:32]=[C:31]([F:33])[C:30]([NH2:34])=[C:29](Br)[CH:28]=2)[CH2:22][S:21](=[O:37])(=[O:36])[CH2:20]1)[CH2:8][C:9]1[CH:14]=[CH:13][CH:12]=[C:11]([C:15]([CH3:18])([CH3:17])[CH3:16])[CH:10]=1)([CH3:4])([CH3:3])[CH3:2].[CH2:39](B1OC(C)(C)C(C)(C)O1)[CH:40]=[CH2:41]. (5) Given the product [CH2:1]([N:8]1[CH2:14][CH:13]([C:15]2[CH:20]=[CH:19][C:18]([C:29]#[N:30])=[CH:17][CH:16]=2)[CH2:12][O:11][CH2:10][CH2:9]1)[C:2]1[CH:7]=[CH:6][CH:5]=[CH:4][CH:3]=1, predict the reactants needed to synthesize it. The reactants are: [CH2:1]([N:8]1[CH2:14][CH:13]([C:15]2[CH:20]=[CH:19][C:18](Br)=[CH:17][CH:16]=2)[CH2:12][O:11][CH2:10][CH2:9]1)[C:2]1[CH:7]=[CH:6][CH:5]=[CH:4][CH:3]=1.C(=O)([O-])[O-].[Na+].[Na+].O.[CH3:29][N:30]1CCCC1=O.